This data is from Catalyst prediction with 721,799 reactions and 888 catalyst types from USPTO. The task is: Predict which catalyst facilitates the given reaction. Reactant: C1(P(C2C=CC=CC=2)C2C=CC=CC=2)C=CC=CC=1.N1C=CN=C1.[I:25]I.[NH2:27][C:28]1[CH:33]=[C:32]([N+:34]([O-:36])=[O:35])[CH:31]=[CH:30][C:29]=1[S:37][CH2:38][CH2:39]O. Product: [I:25][CH2:39][CH2:38][S:37][C:29]1[CH:30]=[CH:31][C:32]([N+:34]([O-:36])=[O:35])=[CH:33][C:28]=1[NH2:27]. The catalyst class is: 56.